This data is from Forward reaction prediction with 1.9M reactions from USPTO patents (1976-2016). The task is: Predict the product of the given reaction. (1) Given the reactants N[C:2]1C2CCOC=2C(C(N2C=CN=C2)=O)=CC=1Cl.ClC1C=C(C(N2C=CN=C2)=O)C2C(C=1NC(=O)C)=NCCCN=2.[NH2:42][C:43]1[C:48]2[CH2:49][CH2:50][CH2:51][O:52][C:47]=2[C:46]([C:53]([N:55]2[CH:59]=[CH:58][N:57]=[CH:56]2)=[O:54])=[CH:45][C:44]=1[Cl:60], predict the reaction product. The product is: [NH2:42][C:43]1[C:48]2[CH2:49][C:51]([CH3:50])([CH3:2])[O:52][C:47]=2[C:46]([C:53]([N:55]2[CH:59]=[CH:58][N:57]=[CH:56]2)=[O:54])=[CH:45][C:44]=1[Cl:60]. (2) Given the reactants C([O:3][C:4]([C:6]1([C:9]2[CH:14]=[CH:13][C:12]([C:15]3[CH:20]=[CH:19][C:18]([C:21]4[S:22][C:23]([F:39])=[CH:24][C:25]=4[NH:26][C:27]([O:29][C@@H:30]([C:32]4[CH:37]=[CH:36][CH:35]=[CH:34][C:33]=4[CH3:38])[CH3:31])=[O:28])=[CH:17][CH:16]=3)=[CH:11][CH:10]=2)[CH2:8][CH2:7]1)=[O:5])C.[OH-].[Na+].Cl, predict the reaction product. The product is: [F:39][C:23]1[S:22][C:21]([C:18]2[CH:19]=[CH:20][C:15]([C:12]3[CH:11]=[CH:10][C:9]([C:6]4([C:4]([OH:5])=[O:3])[CH2:8][CH2:7]4)=[CH:14][CH:13]=3)=[CH:16][CH:17]=2)=[C:25]([NH:26][C:27]([O:29][C@@H:30]([C:32]2[CH:37]=[CH:36][CH:35]=[CH:34][C:33]=2[CH3:38])[CH3:31])=[O:28])[CH:24]=1.